Dataset: Full USPTO retrosynthesis dataset with 1.9M reactions from patents (1976-2016). Task: Predict the reactants needed to synthesize the given product. (1) Given the product [N:10]1[CH:11]=[CH:12][C:7]([C@H:1]2[CH2:6][CH2:5][CH2:4][CH2:3][C@@H:2]2[OH:21])=[CH:8][N:9]=1, predict the reactants needed to synthesize it. The reactants are: [C:1]1([C:7]2[CH:12]=[CH:11][N:10]=[N:9][CH:8]=2)[CH2:6][CH2:5][CH2:4][CH2:3][CH:2]=1.ClC1C=CC=C(C(OO)=[O:21])C=1. (2) Given the product [CH2:27]([C@H:17]1[C:18](=[O:26])[NH:19][C@@H:20]([CH2:22][CH:23]([CH3:25])[CH3:24])[CH2:21][N:16]1[C:14]([C:11]1[CH:10]=[C:9]([C:4]2[CH:5]=[CH:6][C:7]([C:48]([N:47]([CH3:64])[CH3:46])=[O:49])=[CH:2][CH:3]=2)[O:13][N:12]=1)=[O:15])[CH:28]([CH3:30])[CH3:29], predict the reactants needed to synthesize it. The reactants are: F[C:2]1[CH:3]=[C:4]([C:9]2[O:13][N:12]=[C:11]([C:14]([N:16]3[CH2:21][C@H:20]([CH2:22][CH:23]([CH3:25])[CH3:24])[NH:19][C:18](=[O:26])[C@@H:17]3[CH2:27][CH:28]([CH3:30])[CH3:29])=[O:15])[CH:10]=2)[CH:5]=[CH:6][C:7]=1F.C([C@@H]1NC[C@H](CC(C)C)NC1=O)C(C)C.[CH3:46][N:47]([CH3:64])[C:48](C1C=CC(C2ON=C(C(O)=O)C=2)=CC=1)=[O:49]. (3) Given the product [CH2:2]1[O:3][C:4]2([CH2:21][CH2:20][C@@:19]3([CH3:22])[C:6](=[CH:7][CH2:8][C@@H:9]4[C@@H:18]3[CH2:17][CH2:16][C@@:14]3([CH3:15])[C@H:10]4[CH:11]=[CH:12][C:13]3=[O:23])[CH2:5]2)[O:24][CH2:1]1, predict the reactants needed to synthesize it. The reactants are: [CH2:1]1[O:24][C:4]2([CH2:21][CH2:20][C@@:19]3([CH3:22])[C:6](=[CH:7][CH2:8][C@@H:9]4[C@@H:18]3[CH2:17][CH2:16][C@@:14]3([CH3:15])[C@H:10]4[CH2:11][CH2:12][C:13]3=[O:23])[CH2:5]2)[O:3][CH2:2]1.C[Si]([N-][Si](C)(C)C)(C)C.[Li+].Cl[Si](C)(C)C.CCOCC. (4) Given the product [CH2:6]([N:13]1[CH2:19][CH2:18][C@@H:17]([NH:20][C:21]2[CH:34]=[C:33]3[C:24]([O:25][C:26]4[C:27]([C:35]5[NH:40][C:39](=[O:41])[CH:38]=[C:37]([N:42]6[CH2:47][CH2:46][O:45][CH2:44][CH2:43]6)[CH:36]=5)=[CH:28][CH:29]=[CH:30][C:31]=4[CH2:32]3)=[CH:23][CH:22]=2)[C@H:15]([OH:16])[CH2:14]1)[C:7]1[CH:12]=[CH:11][CH:10]=[CH:9][CH:8]=1, predict the reactants needed to synthesize it. The reactants are: [Br-].[Li+].C(#N)C.[CH2:6]([N:13]1[CH2:19][CH2:18][CH:17]2[CH:15]([O:16]2)[CH2:14]1)[C:7]1[CH:12]=[CH:11][CH:10]=[CH:9][CH:8]=1.[NH2:20][C:21]1[CH:34]=[C:33]2[C:24]([O:25][C:26]3[C:27]([C:35]4[NH:40][C:39](=[O:41])[CH:38]=[C:37]([N:42]5[CH2:47][CH2:46][O:45][CH2:44][CH2:43]5)[CH:36]=4)=[CH:28][CH:29]=[CH:30][C:31]=3[CH2:32]2)=[CH:23][CH:22]=1. (5) Given the product [CH:1]([O:4][C:5]1[S:9][C:8]([CH2:10][C:11]2[CH:12]=[CH:13][C:14]([NH:17][C:24]3[NH:28][CH2:27][CH2:26][N:25]=3)=[CH:15][CH:16]=2)=[CH:7][CH:6]=1)([CH3:3])[CH3:2], predict the reactants needed to synthesize it. The reactants are: [CH:1]([O:4][C:5]1[S:9][C:8]([CH2:10][C:11]2[CH:16]=[CH:15][C:14]([NH2:17])=[CH:13][CH:12]=2)=[CH:7][CH:6]=1)([CH3:3])[CH3:2].S(O)(O)(=O)=O.Cl[C:24]1[NH:25][CH2:26][CH2:27][N:28]=1.